Dataset: Catalyst prediction with 721,799 reactions and 888 catalyst types from USPTO. Task: Predict which catalyst facilitates the given reaction. (1) Reactant: [CH:1]1([C:4]([NH:6][C:7]2[C:15]3[C:10](=[N:11][CH:12]=[C:13]([O:30][CH2:31][CH2:32][O:33][CH3:34])[C:14]=3[N:16]3[CH2:21][CH2:20][CH2:19][C@@H:18]([NH:22]C(=O)OC(C)(C)C)[CH2:17]3)[NH:9][CH:8]=2)=[O:5])[CH2:3][CH2:2]1.[ClH:35]. Product: [ClH:35].[NH2:22][C@@H:18]1[CH2:19][CH2:20][CH2:21][N:16]([C:14]2[C:13]([O:30][CH2:31][CH2:32][O:33][CH3:34])=[CH:12][N:11]=[C:10]3[NH:9][CH:8]=[C:7]([NH:6][C:4]([CH:1]4[CH2:2][CH2:3]4)=[O:5])[C:15]=23)[CH2:17]1. The catalyst class is: 41. (2) Product: [F:1][C:2]1[CH:27]=[C:26]([F:28])[CH:25]=[CH:24][C:3]=1[O:4][C:5]1[CH:11]=[CH:10][C:8]([NH:9][S:30]([CH3:29])(=[O:32])=[O:31])=[CH:7][C:6]=1[C:12]1[C:20]2[C:15](=[C:16]([O:21][CH3:22])[N:17]=[CH:18][CH:19]=2)[N:14]([CH3:23])[CH:13]=1. Reactant: [F:1][C:2]1[CH:27]=[C:26]([F:28])[CH:25]=[CH:24][C:3]=1[O:4][C:5]1[CH:11]=[CH:10][C:8]([NH2:9])=[CH:7][C:6]=1[C:12]1[C:20]2[C:15](=[C:16]([O:21][CH3:22])[N:17]=[CH:18][CH:19]=2)[N:14]([CH3:23])[CH:13]=1.[CH3:29][S:30](Cl)(=[O:32])=[O:31].C(N(CC)CC)C.[OH-].[Na+]. The catalyst class is: 269. (3) Reactant: [Br:1][C:2]1[CH:10]=[CH:9][CH:8]=[C:7]2[C:3]=1[CH:4]=[C:5]([C:12]([NH:14][C@H:15]1[CH2:19][N:18](C(OC(C)(C)C)=O)[C@H:17]([C:27]([O:29][CH3:30])=[O:28])[CH2:16]1)=[O:13])[N:6]2[CH3:11].[C:31]([OH:37])([C:33]([F:36])([F:35])[F:34])=[O:32]. Product: [F:34][C:33]([F:36])([F:35])[C:31]([OH:37])=[O:32].[Br:1][C:2]1[CH:10]=[CH:9][CH:8]=[C:7]2[C:3]=1[CH:4]=[C:5]([C:12]([NH:14][C@H:15]1[CH2:19][NH:18][C@H:17]([C:27]([O:29][CH3:30])=[O:28])[CH2:16]1)=[O:13])[N:6]2[CH3:11]. The catalyst class is: 2. (4) Reactant: [CH3:1][N:2]1[C:10]2[C:5](=[CH:6][CH:7]=[C:8]([C:11]3[CH:16]=[CH:15][C:14]([C:17]([F:20])([F:19])[F:18])=[CH:13][CH:12]=3)[CH:9]=2)[CH:4]=[CH:3]1.C([Li])CCC.[C:26](=[O:28])=[O:27]. Product: [CH3:1][N:2]1[C:10]2[C:5](=[CH:6][CH:7]=[C:8]([C:11]3[CH:12]=[CH:13][C:14]([C:17]([F:18])([F:19])[F:20])=[CH:15][CH:16]=3)[CH:9]=2)[C:4]([C:26]([OH:28])=[O:27])=[CH:3]1. The catalyst class is: 1. (5) Reactant: Cl.[NH2:2][CH:3]([C:26]([O:28][CH3:29])=[O:27])[CH2:4][C:5]1[CH:25]=[CH:24][C:8]([O:9][C:10]2[CH:23]=[CH:22][C:13]([CH2:14][CH:15]3[S:19][C:18](=[O:20])[NH:17][C:16]3=[O:21])=[CH:12][CH:11]=2)=[CH:7][CH:6]=1.[C:30]([O:34][C:35]([NH:37][CH:38]([CH3:42])[C:39](O)=[O:40])=[O:36])([CH3:33])([CH3:32])[CH3:31].C1(N=C=NC2CCCCC2)CCCCC1.O. Product: [C:30]([O:34][C:35]([NH:37][CH:38]([CH3:42])[C:39]([NH:2][CH:3]([C:26]([O:28][CH3:29])=[O:27])[CH2:4][C:5]1[CH:25]=[CH:24][C:8]([O:9][C:10]2[CH:23]=[CH:22][C:13]([CH2:14][CH:15]3[S:19][C:18](=[O:20])[NH:17][C:16]3=[O:21])=[CH:12][CH:11]=2)=[CH:7][CH:6]=1)=[O:40])=[O:36])([CH3:33])([CH3:32])[CH3:31]. The catalyst class is: 54. (6) Reactant: [CH2:1]([O:8][C:9]([NH:11][C:12]([CH3:17])([CH3:16])[C:13](O)=[O:14])=[O:10])[C:2]1[CH:7]=[CH:6][CH:5]=[CH:4][CH:3]=1.Cl.C([N:21]=C=NCCCN(C)C)C.C(N(CC)CC)C.N. Product: [CH2:1]([O:8][C:9]([NH:11][C:12]([CH3:17])([CH3:16])[C:13]([NH2:21])=[O:14])=[O:10])[C:2]1[CH:7]=[CH:6][CH:5]=[CH:4][CH:3]=1. The catalyst class is: 35. (7) Reactant: [H-].[Na+].[CH3:3][C:4]([C:6]1[CH:11]=[CH:10][C:9]([F:12])=[CH:8][CH:7]=1)=[O:5].[C:13](OCC)(=[O:15])[CH3:14].Cl. Product: [F:12][C:9]1[CH:10]=[CH:11][C:6]([C:4](=[O:5])[CH2:3][C:13](=[O:15])[CH3:14])=[CH:7][CH:8]=1. The catalyst class is: 7.